Task: Predict the reactants needed to synthesize the given product.. Dataset: Full USPTO retrosynthesis dataset with 1.9M reactions from patents (1976-2016) (1) Given the product [CH3:20][C:15]1([CH3:19])[CH2:14][CH2:13][C:12]2[C:11]([N:21]3[CH2:26][CH2:25][N:24]([CH3:27])[CH2:23][CH2:22]3)=[N:10][C:9]3[S:8][C:7]4[C:6](=[N:5][CH:4]=[N:3][C:2]=4[NH:36][CH2:35][CH2:34][N:28]4[CH2:33][CH2:32][O:31][CH2:30][CH2:29]4)[C:18]=3[C:17]=2[CH2:16]1, predict the reactants needed to synthesize it. The reactants are: Cl[C:2]1[C:7]2[S:8][C:9]3[N:10]=[C:11]([N:21]4[CH2:26][CH2:25][N:24]([CH3:27])[CH2:23][CH2:22]4)[C:12]4[CH2:13][CH2:14][C:15]([CH3:20])([CH3:19])[CH2:16][C:17]=4[C:18]=3[C:6]=2[N:5]=[CH:4][N:3]=1.[N:28]1([CH2:34][CH2:35][NH2:36])[CH2:33][CH2:32][O:31][CH2:30][CH2:29]1. (2) Given the product [CH3:1][O:2][C:3]1[N:8]=[CH:7][C:6]2[CH:9]([CH2:15][C:16]3[CH:21]=[CH:20][CH:19]=[CH:18][N:17]=3)[C:10](=[O:14])[CH2:11][CH2:12][CH2:13][C:5]=2[CH:4]=1, predict the reactants needed to synthesize it. The reactants are: [CH3:1][O:2][C:3]1[N:8]=[CH:7][C:6]2/[C:9](=[CH:15]\[C:16]3[CH:21]=[CH:20][CH:19]=[CH:18][N:17]=3)/[C:10](=[O:14])[CH2:11][CH2:12][CH2:13][C:5]=2[CH:4]=1. (3) The reactants are: [CH3:1][O:2][C:3]1([C:17]2[CH:22]=[CH:21][CH:20]=[CH:19][CH:18]=2)[O:7][C:6](=[O:8])[CH:5]([CH:9]([CH2:13][CH2:14][CH2:15][CH3:16])[C:10](O)=[O:11])[O:4]1.[C:23]([O:27][C:28](=[O:34])[C@@H:29]1[CH2:33][CH2:32][CH2:31][NH:30]1)([CH3:26])([CH3:25])[CH3:24].CCN(C(C)C)C(C)C.C1CN([P+](ON2N=NC3C=CC=CC2=3)(N2CCCC2)N2CCCC2)CC1.F[P-](F)(F)(F)(F)F. Given the product [CH3:1][O:2][C:3]1([C:17]2[CH:18]=[CH:19][CH:20]=[CH:21][CH:22]=2)[O:7][C:6](=[O:8])[CH:5]([CH:9]([C:10]([N:30]2[CH2:31][CH2:32][CH2:33][C@H:29]2[C:28]([O:27][C:23]([CH3:26])([CH3:24])[CH3:25])=[O:34])=[O:11])[CH2:13][CH2:14][CH2:15][CH3:16])[O:4]1, predict the reactants needed to synthesize it. (4) The reactants are: [CH2:1]([C:3]1([CH3:9])[CH2:7][CH2:6][C:5](=[O:8])[CH2:4]1)[CH3:2].[CH:10]([Mg]Br)=[CH2:11]. Given the product [CH2:1]([C:3]1([CH3:9])[CH2:7][CH2:6][C:5]([CH:10]=[CH2:11])([OH:8])[CH2:4]1)[CH3:2], predict the reactants needed to synthesize it. (5) Given the product [N:19]1[CH:20]=[CH:21][C:22]([CH:25]2[CH2:30][CH2:29][N:28]([CH2:6][CH2:7][C:8]3[CH:9]=[C:10]([CH:16]=[CH:17][CH:18]=3)[C:11]([O:13][CH2:14][CH3:15])=[O:12])[CH2:27][CH2:26]2)=[CH:23][CH:24]=1, predict the reactants needed to synthesize it. The reactants are: CS(O[CH2:6][CH2:7][C:8]1[CH:9]=[C:10]([CH:16]=[CH:17][CH:18]=1)[C:11]([O:13][CH2:14][CH3:15])=[O:12])(=O)=O.[NH:19]1[CH2:24][CH2:23][CH:22]([C:25]2[CH:30]=[CH:29][N:28]=[CH:27][CH:26]=2)[CH2:21][CH2:20]1.C(=O)([O-])[O-].[K+].[K+]. (6) Given the product [Cl:1][C:2]1[CH:8]=[CH:7][CH:6]=[C:4]2[C:3]=1[CH:9]=[N:22][NH:5]2, predict the reactants needed to synthesize it. The reactants are: [Cl:1][C:2]1[C:3]([CH3:9])=[C:4]([CH:6]=[CH:7][CH:8]=1)[NH2:5].C([O-])(=O)C.[K+].C(OC(=O)C)(=O)C.[N:22](OCCC(C)C)=O.[OH-].[Li+]. (7) Given the product [Cl:1][C:2]1[C:9]([O:10][CH2:13][O:14][CH3:15])=[C:8]([O:11][CH3:12])[CH:7]=[CH:6][C:3]=1[CH:4]=[O:5], predict the reactants needed to synthesize it. The reactants are: [Cl:1][C:2]1[C:9]([OH:10])=[C:8]([O:11][CH3:12])[CH:7]=[CH:6][C:3]=1[CH:4]=[O:5].[CH3:13][O:14][CH2:15]Cl.[H-].[Na+].CN(C)C=O. (8) Given the product [F:12][C:11]1[CH:10]=[CH:9][C:4]([C:5]([O:7][CH3:8])=[O:6])=[CH:3][C:2]=1[NH:1][C:22]([C:15]1[N:16]2[CH:21]=[CH:20][CH:19]=[CH:18][C:17]2=[N:13][CH:14]=1)=[O:23], predict the reactants needed to synthesize it. The reactants are: [NH2:1][C:2]1[CH:3]=[C:4]([CH:9]=[CH:10][C:11]=1[F:12])[C:5]([O:7][CH3:8])=[O:6].[N:13]1[CH:14]=[C:15]([C:22](Cl)=[O:23])[N:16]2[CH:21]=[CH:20][CH:19]=[CH:18][C:17]=12.Cl.O.